From a dataset of Full USPTO retrosynthesis dataset with 1.9M reactions from patents (1976-2016). Predict the reactants needed to synthesize the given product. Given the product [Cl:17][C:13]1[CH:14]=[C:15]([CH3:16])[C:10]2[O:9][CH:8]([CH:18]([CH3:20])[CH3:19])[C:7](=[O:21])[N:6]([CH2:5][CH2:4][C:3]([OH:22])=[O:2])[C:11]=2[CH:12]=1, predict the reactants needed to synthesize it. The reactants are: C[O:2][C:3](=[O:22])[CH2:4][CH2:5][N:6]1[C:11]2[CH:12]=[C:13]([Cl:17])[CH:14]=[C:15]([CH3:16])[C:10]=2[O:9][CH:8]([CH:18]([CH3:20])[CH3:19])[C:7]1=[O:21].[OH-].[Na+].